Predict which catalyst facilitates the given reaction. From a dataset of Catalyst prediction with 721,799 reactions and 888 catalyst types from USPTO. Product: [CH3:16][C:11]1[N:9]([CH2:10][CH2:22][O:25][S:18]([CH3:17])(=[O:20])=[O:19])[CH:14]=[CH:13][N:12]=1. Reactant: C(N(CC)CC)C.C[N:9]([C:11]1[CH:16]=C[CH:14]=[CH:13][N:12]=1)[CH3:10].[CH3:17][S:18](Cl)(=[O:20])=[O:19].[C:22](=[O:25])(O)[O-].[Na+]. The catalyst class is: 4.